Dataset: Peptide-MHC class II binding affinity with 134,281 pairs from IEDB. Task: Regression. Given a peptide amino acid sequence and an MHC pseudo amino acid sequence, predict their binding affinity value. This is MHC class II binding data. (1) The peptide sequence is LTKKGNVWEVKSSKP. The MHC is DRB1_1302 with pseudo-sequence DRB1_1302. The binding affinity (normalized) is 0.0603. (2) The MHC is DRB1_0901 with pseudo-sequence DRB1_0901. The binding affinity (normalized) is 0.501. The peptide sequence is DTFRKLFRRYSNFLR. (3) The peptide sequence is MHVSFVMAYPEMLAA. The MHC is HLA-DQA10102-DQB10502 with pseudo-sequence HLA-DQA10102-DQB10502. The binding affinity (normalized) is 0.577.